From a dataset of Forward reaction prediction with 1.9M reactions from USPTO patents (1976-2016). Predict the product of the given reaction. (1) The product is: [F:1][C:17]1[CH:18]=[C:19]2[C:23](=[CH:24][CH:25]=1)[N:22]([C:26]([NH2:28])=[O:27])[CH:21]=[C:20]2[N:29]=[C:30]=[O:31]. Given the reactants [F:1]C1C=C2C(=CC=1)NC=C2C=O.C(O[C:17]1[CH:18]=[C:19]2[C:23](=[CH:24][CH:25]=1)[N:22]([C:26]([NH2:28])=[O:27])[CH:21]=[C:20]2[N:29]=[C:30]=[O:31])C=C, predict the reaction product. (2) The product is: [Br:8][C:5]1[CH:6]=[CH:7][C:2]([NH:1][C:15](=[O:16])[O:14][C:11]([CH3:13])([CH3:12])[CH3:10])=[C:3]([NH:9][C:15](=[O:16])[O:14][C:11]([CH3:13])([CH3:12])[CH3:10])[CH:4]=1. Given the reactants [NH2:1][C:2]1[CH:7]=[CH:6][C:5]([Br:8])=[CH:4][C:3]=1[NH2:9].[CH3:10][C:11]([O:14][C:15](O[C:15]([O:14][C:11]([CH3:13])([CH3:12])[CH3:10])=[O:16])=[O:16])([CH3:13])[CH3:12], predict the reaction product. (3) Given the reactants [N:1]([C:4](=[CH:10][C:11]1[CH:12]=[N:13][CH:14]=[CH:15][C:16]=1[O:17][CH3:18])[C:5]([O:7][CH2:8][CH3:9])=[O:6])=[N+]=[N-], predict the reaction product. The product is: [CH2:8]([O:7][C:5]([C:4]1[NH:1][C:12]2=[N:13][CH:14]=[CH:15][C:16]([O:17][CH3:18])=[C:11]2[CH:10]=1)=[O:6])[CH3:9].